From a dataset of Full USPTO retrosynthesis dataset with 1.9M reactions from patents (1976-2016). Predict the reactants needed to synthesize the given product. (1) Given the product [CH3:17][C:12]1([CH3:18])[C:13]([CH3:16])([CH3:15])[O:14][B:10]([C:2]2[CH:7]=[CH:6][C:5]([CH2:8][OH:9])=[CH:4][CH:3]=2)[O:11]1, predict the reactants needed to synthesize it. The reactants are: Br[C:2]1[CH:7]=[CH:6][C:5]([CH2:8][OH:9])=[CH:4][CH:3]=1.[B:10]1([B:10]2[O:14][C:13]([CH3:16])([CH3:15])[C:12]([CH3:18])([CH3:17])[O:11]2)[O:14][C:13]([CH3:16])([CH3:15])[C:12]([CH3:18])([CH3:17])[O:11]1.C([O-])(=O)C.[K+]. (2) The reactants are: [C:1]1([C:7]2N=NC(NNC(=O)[CH2:7][C:1]3[CH:6]=[C:5]4[C:4](=[CH:3][CH:2]=3)N=CC=C4)=NC=2)[CH:6]=[CH:5][CH:4]=[CH:3][CH:2]=1.C(O[C:36]1[CH:41]=[CH:40][C:39]([C:42]2[N:47]=[N:46][C:45]([NH:48][NH:49][C:50](=O)[CH2:51][O:52][C:53]3[C:62]4[C:57](=[CH:58][C:59]([O:63][CH3:64])=[CH:60][CH:61]=4)[N:56]=[CH:55][CH:54]=3)=[N:44][CH:43]=2)=[CH:38][CH:37]=1)C1C=CC=CC=1. Given the product [CH3:64][O:63][C:59]1[CH:58]=[C:57]2[C:62]([C:53]([O:52][CH2:51][C:50]3[N:46]4[N:47]=[C:42]([C:39]5[CH:38]=[CH:37][C:36]([CH2:7][C:1]6[CH:6]=[CH:5][CH:4]=[CH:3][CH:2]=6)=[CH:41][CH:40]=5)[CH:43]=[N:44][C:45]4=[N:48][N:49]=3)=[CH:54][CH:55]=[N:56]2)=[CH:61][CH:60]=1, predict the reactants needed to synthesize it. (3) Given the product [CH3:21][C:22]1([CH3:35])[CH2:23][CH2:24][N:25]([C:28]2[N:33]=[C:32]([NH:34][C:2]3[C:3]4[N:4]([CH:18]=[CH:19][N:20]=4)[N:5]=[C:6]([C:8]4[CH:9]=[C:10]([CH:15]=[CH:16][CH:17]=4)[C:11]([O:13][CH3:14])=[O:12])[CH:7]=3)[CH:31]=[CH:30][CH:29]=2)[CH2:26][CH2:27]1, predict the reactants needed to synthesize it. The reactants are: Br[C:2]1[C:3]2[N:4]([CH:18]=[CH:19][N:20]=2)[N:5]=[C:6]([C:8]2[CH:9]=[C:10]([CH:15]=[CH:16][CH:17]=2)[C:11]([O:13][CH3:14])=[O:12])[CH:7]=1.[CH3:21][C:22]1([CH3:35])[CH2:27][CH2:26][N:25]([C:28]2[N:33]=[C:32]([NH2:34])[CH:31]=[CH:30][CH:29]=2)[CH2:24][CH2:23]1.C1C=CC(P(C2C(C3C(P(C4C=CC=CC=4)C4C=CC=CC=4)=CC=C4C=3C=CC=C4)=C3C(C=CC=C3)=CC=2)C2C=CC=CC=2)=CC=1.C([O-])([O-])=O.[Cs+].[Cs+]. (4) Given the product [CH2:1]([O:8][C:9]([N:11]1[CH2:16][CH2:15][CH:14]([CH2:17][NH:23][C:22]2[CH:24]=[CH:25][CH:26]=[C:20]([F:19])[CH:21]=2)[CH2:13][CH2:12]1)=[O:10])[C:2]1[CH:7]=[CH:6][CH:5]=[CH:4][CH:3]=1, predict the reactants needed to synthesize it. The reactants are: [CH2:1]([O:8][C:9]([N:11]1[CH2:16][CH2:15][CH:14]([CH:17]=O)[CH2:13][CH2:12]1)=[O:10])[C:2]1[CH:7]=[CH:6][CH:5]=[CH:4][CH:3]=1.[F:19][C:20]1[CH:21]=[C:22]([CH:24]=[CH:25][CH:26]=1)[NH2:23].S([O-])([O-])(=O)=O.[Na+].[Na+].C(O[BH-](OC(=O)C)OC(=O)C)(=O)C.[Na+].[OH-].[Na+]. (5) Given the product [CH2:1]([O:3][C:4]([C:6]1[N:11]=[C:10]([Br:26])[C:9]2[CH:12]=[C:13]([C:15]3[CH:20]=[CH:19][CH:18]=[C:17]([C:21]([F:23])([F:24])[F:22])[CH:16]=3)[S:14][C:8]=2[C:7]=1[OH:25])=[O:5])[CH3:2], predict the reactants needed to synthesize it. The reactants are: [CH2:1]([O:3][C:4]([C:6]1[N:11]=[CH:10][C:9]2[CH:12]=[C:13]([C:15]3[CH:20]=[CH:19][CH:18]=[C:17]([C:21]([F:24])([F:23])[F:22])[CH:16]=3)[S:14][C:8]=2[C:7]=1[OH:25])=[O:5])[CH3:2].[Br:26]N1C(=O)CCC1=O.C(OOC(=O)C1C=CC=CC=1)(=O)C1C=CC=CC=1. (6) Given the product [C:1]([O:5][C:6]([N:8]1[C@@H:16]2[C@@H:11]([CH2:12][CH2:13][CH2:14][CH2:15]2)[CH2:10][C@H:9]1[C:17]1[NH:21][N:20]=[N:19][N:18]=1)=[O:7])([CH3:4])([CH3:2])[CH3:3], predict the reactants needed to synthesize it. The reactants are: [C:1]([O:5][C:6]([N:8]1[C@@H:16]2[C@@H:11]([CH2:12][CH2:13][CH2:14][CH2:15]2)[CH2:10][C@H:9]1[C:17]1[N:21](CCC#N)[N:20]=[N:19][N:18]=1)=[O:7])([CH3:4])([CH3:3])[CH3:2]. (7) Given the product [Cl:29][C:30]1[C:31]([N:40]2[CH2:45][CH2:44][N:43]([C:13]([CH:5]3[CH2:4][N:3]([S:16]([C:19]4[CH:24]=[CH:23][CH:22]=[CH:21][C:20]=4[C:25]([F:28])([F:26])[F:27])(=[O:18])=[O:17])[C:2](=[O:1])[N:6]3[C:7]3[CH:12]=[CH:11][CH:10]=[CH:9][CH:8]=3)=[O:14])[CH2:42][CH2:41]2)=[N:32][CH:33]=[C:34]([C:36]([F:37])([F:38])[F:39])[CH:35]=1, predict the reactants needed to synthesize it. The reactants are: [O:1]=[C:2]1[N:6]([C:7]2[CH:12]=[CH:11][CH:10]=[CH:9][CH:8]=2)[CH:5]([C:13](O)=[O:14])[CH2:4][N:3]1[S:16]([C:19]1[CH:24]=[CH:23][CH:22]=[CH:21][C:20]=1[C:25]([F:28])([F:27])[F:26])(=[O:18])=[O:17].[Cl:29][C:30]1[C:31]([N:40]2[CH2:45][CH2:44][NH:43][CH2:42][CH2:41]2)=[N:32][CH:33]=[C:34]([C:36]([F:39])([F:38])[F:37])[CH:35]=1. (8) Given the product [CH2:13]([NH:20][C:21]([C:23]1[S:27][C:26]([NH:28][C:10]([CH:8]2[CH2:9][CH:7]2[C:1]2[CH:6]=[CH:5][CH:4]=[CH:3][CH:2]=2)=[O:11])=[N:25][C:24]=1[CH3:29])=[O:22])[C:14]1[CH:19]=[CH:18][CH:17]=[CH:16][CH:15]=1, predict the reactants needed to synthesize it. The reactants are: [C:1]1([CH:7]2[CH2:9][CH:8]2[C:10](Cl)=[O:11])[CH:6]=[CH:5][CH:4]=[CH:3][CH:2]=1.[CH2:13]([NH:20][C:21]([C:23]1[S:27][C:26]([NH2:28])=[N:25][C:24]=1[CH3:29])=[O:22])[C:14]1[CH:19]=[CH:18][CH:17]=[CH:16][CH:15]=1. (9) Given the product [CH3:14][O:13][CH2:12][O:11][C:9]1[CH:8]=[CH:7][C:6]([O:15][CH2:16][CH2:17][CH3:18])=[C:5]([O:4][CH2:3][O:2][CH3:1])[C:10]=1[CH3:20], predict the reactants needed to synthesize it. The reactants are: [CH3:1][O:2][CH2:3][O:4][C:5]1[CH:10]=[C:9]([O:11][CH2:12][O:13][CH3:14])[CH:8]=[CH:7][C:6]=1[O:15][CH2:16][CH2:17][CH3:18].[Li][CH2:20]CCC.CI. (10) Given the product [NH:6]([S:13]([C:16]1[CH:21]=[CH:20][C:19]([CH2:22][CH2:23][CH2:24][CH:25]([CH2:29][CH2:30][C:31]2[CH:32]=[CH:33][C:34]([CH2:37][CH3:38])=[CH:35][CH:36]=2)[C:26]([O:28][CH3:40])=[O:27])=[CH:18][CH:17]=1)(=[O:14])=[O:15])[C:7]1[CH:8]=[CH:9][CH:10]=[CH:11][CH:12]=1, predict the reactants needed to synthesize it. The reactants are: OS(O)(=O)=O.[NH:6]([S:13]([C:16]1[CH:21]=[CH:20][C:19]([CH2:22][CH2:23][CH2:24][CH:25]([CH2:29][CH2:30][C:31]2[CH:36]=[CH:35][C:34]([CH2:37][CH3:38])=[CH:33][CH:32]=2)[C:26]([OH:28])=[O:27])=[CH:18][CH:17]=1)(=[O:15])=[O:14])[C:7]1[CH:12]=[CH:11][CH:10]=[CH:9][CH:8]=1.O.[CH3:40]O.